The task is: Predict which catalyst facilitates the given reaction.. This data is from Catalyst prediction with 721,799 reactions and 888 catalyst types from USPTO. (1) Reactant: [Cl:1][C:2]1[CH:11]=[CH:10][C:9]2[N:8]([CH2:12][CH:13]3[CH2:15][O:14]3)[C:7](=[O:16])[C:6]3=[C:17]([CH3:26])[N:18]([CH:20]4[CH2:25][CH2:24][CH2:23][CH2:22][O:21]4)[N:19]=[C:5]3[C:4]=2[CH:3]=1.[CH3:27][NH2:28]. Product: [Cl:1][C:2]1[CH:11]=[CH:10][C:9]2[N:8]([CH2:12][CH:13]([OH:14])[CH2:15][NH:28][CH3:27])[C:7](=[O:16])[C:6]3=[C:17]([CH3:26])[N:18]([CH:20]4[CH2:25][CH2:24][CH2:23][CH2:22][O:21]4)[N:19]=[C:5]3[C:4]=2[CH:3]=1. The catalyst class is: 2. (2) Reactant: [C:1]1([CH:7]([C:12]2[CH:17]=[CH:16][CH:15]=[CH:14][CH:13]=2)[C:8](OC)=[O:9])[CH:6]=[CH:5][CH:4]=[CH:3][CH:2]=1.O.[NH2:19][NH2:20]. Product: [C:1]1([CH:7]([C:12]2[CH:17]=[CH:16][CH:15]=[CH:14][CH:13]=2)[C:8]([NH:19][NH2:20])=[O:9])[CH:6]=[CH:5][CH:4]=[CH:3][CH:2]=1. The catalyst class is: 14. (3) Product: [CH3:6][O:7][C:8]1[C:16]2[S:15][CH:14]=[CH:13][C:12]=2[C:11]([CH:17]=[O:18])=[CH:10][CH:9]=1. Reactant: P(Cl)(Cl)(Cl)=O.[CH3:6][O:7][C:8]1[C:16]2[S:15][CH:14]=[CH:13][C:12]=2[CH:11]=[CH:10][CH:9]=1.[C:17]([O-])([O-])=[O:18].[Na+].[Na+]. The catalyst class is: 3. (4) Reactant: [F:1][C:2]1[CH:3]=[C:4]2[C:8](=[CH:9][CH:10]=1)[NH:7][CH2:6][CH2:5]2.[Cl:11][C:12]1[CH:17]=[CH:16][N:15]=[C:14]([C:18](O)=[O:19])[CH:13]=1.C(N(CC)CC)C.CN(C(ON1N=NC2C=CC=CC1=2)=[N+](C)C)C.[B-](F)(F)(F)F. Product: [Cl:11][C:12]1[CH:17]=[CH:16][N:15]=[C:14]([C:18]([N:7]2[C:8]3[C:4](=[CH:3][C:2]([F:1])=[CH:10][CH:9]=3)[CH2:5][CH2:6]2)=[O:19])[CH:13]=1. The catalyst class is: 3.